Dataset: Full USPTO retrosynthesis dataset with 1.9M reactions from patents (1976-2016). Task: Predict the reactants needed to synthesize the given product. (1) Given the product [CH2:1]([O:3][C:4]1[CH:5]=[C:6]2[C:11](=[C:12]3[CH2:16][C:15]([CH3:18])([CH3:17])[O:14][C:13]=13)[C:10]([C:19]1[CH:24]=[CH:23][CH:22]=[CH:21][CH:20]=1)=[N:9][C:8]([CH3:28])([CH2:25][C:26]([NH2:27])=[O:29])[CH2:7]2)[CH3:2], predict the reactants needed to synthesize it. The reactants are: [CH2:1]([O:3][C:4]1[CH:5]=[C:6]2[C:11](=[C:12]3[CH2:16][C:15]([CH3:18])([CH3:17])[O:14][C:13]=13)[C:10]([C:19]1[CH:24]=[CH:23][CH:22]=[CH:21][CH:20]=1)=[N:9][C:8]([CH3:28])([CH2:25][C:26]#[N:27])[CH2:7]2)[CH3:2].[OH-:29].[Na+].O.OO.O. (2) Given the product [Cl:22][C:17]1[C:18]([O:20][CH3:21])=[CH:19][C:13]2[S:12][C:29]3[C:28](=[O:40])[N:27]([NH:23][C:24](=[O:25])[CH3:26])[CH:32]([C:33]4[CH:38]=[CH:37][CH:36]=[CH:35][N:34]=4)[CH2:31][C:30]=3[NH:15][C:14]=2[CH:16]=1, predict the reactants needed to synthesize it. The reactants are: [NH2:15][C:14]1[CH:16]=[C:17]([Cl:22])[C:18]([O:20][CH3:21])=[CH:19][C:13]=1[S:12][S:12][C:13]1[CH:19]=[C:18]([O:20][CH3:21])[C:17]([Cl:22])=[CH:16][C:14]=1[NH2:15].[NH:23]([N:27]1[CH:32]([C:33]2[CH:38]=[CH:37][CH:36]=[CH:35][N:34]=2)[CH2:31][C:30](=O)[CH2:29][C:28]1=[O:40])[C:24]([CH3:26])=[O:25]. (3) The reactants are: C([S:4][CH2:5][C:6]1[CH:16]=[CH:15][C:9]([O:10][CH2:11][C:12]([NH2:14])=[O:13])=[C:8]([Cl:17])[CH:7]=1)(=O)C.[OH-].[Na+]. Given the product [Cl:17][C:8]1[CH:7]=[C:6]([CH2:5][SH:4])[CH:16]=[CH:15][C:9]=1[O:10][CH2:11][C:12]([NH2:14])=[O:13], predict the reactants needed to synthesize it. (4) Given the product [CH2:32]([O:26][C:5]1[CH:6]=[C:7]([C:10]2[O:11][CH:12]=[C:13]([CH2:15][CH2:16][C:17]([C:19]3[C:24]([CH3:25])=[CH:23][CH:22]=[CH:21][N:20]=3)=[O:18])[N:14]=2)[CH:8]=[CH:9][C:4]=1[O:3][CH:2]([F:1])[F:27])[CH2:31][CH:30]=[CH2:29], predict the reactants needed to synthesize it. The reactants are: [F:1][CH:2]([F:27])[O:3][C:4]1[CH:9]=[CH:8][C:7]([C:10]2[O:11][CH:12]=[C:13]([CH2:15][CH2:16][C:17]([C:19]3[C:24]([CH3:25])=[CH:23][CH:22]=[CH:21][N:20]=3)=[O:18])[N:14]=2)=[CH:6][C:5]=1[OH:26].N12CCCN=C1C[CH2:32][CH2:31][CH2:30][CH2:29]2.BrCCC=C.O. (5) Given the product [O:10]([C:7]1[CH:8]=[CH:9][C:4]([NH2:1])=[N:5][CH:6]=1)[C:11]1[CH:12]=[CH:13][CH:14]=[CH:15][CH:16]=1, predict the reactants needed to synthesize it. The reactants are: [N+:1]([C:4]1[CH:9]=[CH:8][C:7]([O:10][C:11]2[CH:16]=[CH:15][CH:14]=[CH:13][CH:12]=2)=[CH:6][N:5]=1)([O-])=O.O. (6) Given the product [CH3:30][C:26]1[CH:25]=[C:24]([C:9]2[CH2:14][CH2:13][CH:12]([CH:15]([CH3:21])[C:16]([O:18][CH2:19][CH3:20])=[O:17])[CH2:11][CH:10]=2)[CH:29]=[CH:28][N:27]=1, predict the reactants needed to synthesize it. The reactants are: CC1(C)C(C)(C)OB([C:9]2[CH2:14][CH2:13][CH:12]([CH:15]([CH3:21])[C:16]([O:18][CH2:19][CH3:20])=[O:17])[CH2:11][CH:10]=2)O1.Br[C:24]1[CH:29]=[CH:28][N:27]=[C:26]([CH3:30])[CH:25]=1.O.C([O-])([O-])=O.[Na+].[Na+].